Dataset: Full USPTO retrosynthesis dataset with 1.9M reactions from patents (1976-2016). Task: Predict the reactants needed to synthesize the given product. Given the product [F:6][C:7]1[CH:8]=[CH:9][C:10]([CH:13]2[N:17]([S:18]([C:21]3[CH:22]=[CH:23][C:24]([CH3:27])=[CH:25][CH:26]=3)(=[O:19])=[O:20])[CH:16]([CH2:28][CH2:29][C:30]3[O:1][N:2]=[C:3]([CH3:4])[N:5]=3)[CH2:15][CH2:14]2)=[CH:11][CH:12]=1, predict the reactants needed to synthesize it. The reactants are: [OH:1][NH:2][C:3](=[NH:5])[CH3:4].[F:6][C:7]1[CH:12]=[CH:11][C:10]([CH:13]2[N:17]([S:18]([C:21]3[CH:26]=[CH:25][C:24]([CH3:27])=[CH:23][CH:22]=3)(=[O:20])=[O:19])[CH:16]([CH2:28][CH2:29][C:30](O)=O)[CH2:15][CH2:14]2)=[CH:9][CH:8]=1.